Dataset: NCI-60 drug combinations with 297,098 pairs across 59 cell lines. Task: Regression. Given two drug SMILES strings and cell line genomic features, predict the synergy score measuring deviation from expected non-interaction effect. (1) Drug 1: C1=C(C(=O)NC(=O)N1)F. Drug 2: CC(C1=C(C=CC(=C1Cl)F)Cl)OC2=C(N=CC(=C2)C3=CN(N=C3)C4CCNCC4)N. Cell line: M14. Synergy scores: CSS=35.9, Synergy_ZIP=2.74, Synergy_Bliss=0.378, Synergy_Loewe=-2.52, Synergy_HSA=-2.25. (2) Drug 1: CN1CCC(CC1)COC2=C(C=C3C(=C2)N=CN=C3NC4=C(C=C(C=C4)Br)F)OC. Drug 2: CN(CC1=CN=C2C(=N1)C(=NC(=N2)N)N)C3=CC=C(C=C3)C(=O)NC(CCC(=O)O)C(=O)O. Cell line: SR. Synergy scores: CSS=-5.31, Synergy_ZIP=-13.3, Synergy_Bliss=-29.9, Synergy_Loewe=-45.4, Synergy_HSA=-30.2. (3) Drug 1: C1CCN(CC1)CCOC2=CC=C(C=C2)C(=O)C3=C(SC4=C3C=CC(=C4)O)C5=CC=C(C=C5)O. Drug 2: C(=O)(N)NO. Cell line: SN12C. Synergy scores: CSS=2.72, Synergy_ZIP=0.174, Synergy_Bliss=2.85, Synergy_Loewe=1.75, Synergy_HSA=1.36. (4) Drug 1: CCC1(CC2CC(C3=C(CCN(C2)C1)C4=CC=CC=C4N3)(C5=C(C=C6C(=C5)C78CCN9C7C(C=CC9)(C(C(C8N6C)(C(=O)OC)O)OC(=O)C)CC)OC)C(=O)OC)O. Drug 2: B(C(CC(C)C)NC(=O)C(CC1=CC=CC=C1)NC(=O)C2=NC=CN=C2)(O)O. Cell line: NCI-H460. Synergy scores: CSS=87.0, Synergy_ZIP=0.295, Synergy_Bliss=-2.46, Synergy_Loewe=-3.28, Synergy_HSA=-0.0775. (5) Drug 1: CC(C1=C(C=CC(=C1Cl)F)Cl)OC2=C(N=CC(=C2)C3=CN(N=C3)C4CCNCC4)N. Drug 2: B(C(CC(C)C)NC(=O)C(CC1=CC=CC=C1)NC(=O)C2=NC=CN=C2)(O)O. Cell line: T-47D. Synergy scores: CSS=-1.37, Synergy_ZIP=2.76, Synergy_Bliss=3.51, Synergy_Loewe=1.79, Synergy_HSA=1.34. (6) Drug 1: C(=O)(N)NO. Drug 2: CC1C(C(CC(O1)OC2CC(CC3=C2C(=C4C(=C3O)C(=O)C5=CC=CC=C5C4=O)O)(C(=O)C)O)N)O. Cell line: NCI-H460. Synergy scores: CSS=38.8, Synergy_ZIP=-5.02, Synergy_Bliss=-7.96, Synergy_Loewe=-5.55, Synergy_HSA=-4.69.